The task is: Predict the product of the given reaction.. This data is from Forward reaction prediction with 1.9M reactions from USPTO patents (1976-2016). (1) Given the reactants [NH2:1][C:2]1[CH:16]=[CH:15][C:5]([CH2:6][P:7](=[O:14])([O:11][CH2:12][CH3:13])[O:8][CH2:9][CH3:10])=[CH:4][CH:3]=1.C(N(CC)CC)C.[C:24](Cl)(=[O:27])[CH:25]=[CH2:26], predict the reaction product. The product is: [C:24]([NH:1][C:2]1[CH:3]=[CH:4][C:5]([CH2:6][P:7](=[O:14])([O:8][CH2:9][CH3:10])[O:11][CH2:12][CH3:13])=[CH:15][CH:16]=1)(=[O:27])[CH:25]=[CH2:26]. (2) Given the reactants [CH3:1][C@H:2]1[CH2:7][N:6]([CH2:8][C:9]2[CH:10]=[N:11][C:12]([NH:16][CH3:17])=[CH:13][C:14]=2[CH3:15])[CH2:5][CH2:4][N:3]1[C:18]([O:20][C:21]([CH3:24])([CH3:23])[CH3:22])=[O:19].C(N(CC)CC)C.[F:32][C:33]1[CH:38]=[CH:37][C:36]([O:39][C:40]2[N:45]=[CH:44][C:43]([C:46](Cl)=[O:47])=[CH:42][CH:41]=2)=[CH:35][CH:34]=1.C([O-])(O)=O.[Na+], predict the reaction product. The product is: [F:32][C:33]1[CH:38]=[CH:37][C:36]([O:39][C:40]2[N:45]=[CH:44][C:43]([C:46]([N:16]([CH3:17])[C:12]3[N:11]=[CH:10][C:9]([CH2:8][N:6]4[CH2:5][CH2:4][N:3]([C:18]([O:20][C:21]([CH3:22])([CH3:24])[CH3:23])=[O:19])[C@@H:2]([CH3:1])[CH2:7]4)=[C:14]([CH3:15])[CH:13]=3)=[O:47])=[CH:42][CH:41]=2)=[CH:35][CH:34]=1. (3) Given the reactants [CH2:1]([O:3][C:4](=[O:16])[CH:5]=[CH:6][CH2:7][O:8][CH2:9][C:10]1[CH:15]=[CH:14][CH:13]=[CH:12][CH:11]=1)[CH3:2].C(Cl)Cl.[Si](OS([C:28]([F:31])(F)F)(=O)=O)(C)(C)C, predict the reaction product. The product is: [CH2:1]([O:3][C:4](=[O:16])[CH:28]([F:31])[CH:6]([CH2:7][O:8][CH2:9][C:10]1[CH:15]=[CH:14][CH:13]=[CH:12][CH:11]=1)[CH2:5][C:4]([O:3][CH2:1][CH3:2])=[O:16])[CH3:2].